This data is from Forward reaction prediction with 1.9M reactions from USPTO patents (1976-2016). The task is: Predict the product of the given reaction. Given the reactants C(N1[C:12]2[C:7](=[CH:8][CH:9]=[CH:10]C=2)[C:6](=O)C1=O)CC.[CH3:15][C:16]1[CH:17]=[C:18]2[C:22](=[CH:23][CH:24]=1)[NH:21][C:20](=[O:25])[C:19]2=[O:26].BrCCCCCC, predict the reaction product. The product is: [CH3:15][C:16]1[CH:17]=[C:18]2[C:22](=[CH:23][CH:24]=1)[N:21]([CH2:10][CH2:9][CH2:8][CH:7]([CH3:12])[CH3:6])[C:20](=[O:25])[C:19]2=[O:26].